Dataset: Reaction yield outcomes from USPTO patents with 853,638 reactions. Task: Predict the reaction yield, written as a fraction of the theoretical maximum amount of product (1.0 means a 100% yield; for example, 0.34 means a 34% yield). (1) The reactants are [F:1][C:2]1[CH:7]=[C:6]([I:8])[CH:5]=[CH:4][C:3]=1[NH:9][C:10]1[C:18]([N+:19]([O-:21])=[O:20])=[CH:17][CH:16]=[C:15]2[C:11]=1[CH:12]=[N:13][NH:14]2.C(N(CC)CC)C.[C:29](=O)([O-:35])[O:30][C:31]([CH3:34])([CH3:33])[CH3:32].[C:29](=O)([O-:35])[O:30][C:31]([CH3:34])([CH3:33])[CH3:32].CN(C=O)C. The catalyst is ClCCl.CN(C1C=CN=CC=1)C.C(OCC)(=O)C. The product is [C:31]([O:30][C:29]([N:14]1[C:15]2[C:11](=[C:10]([NH:9][C:3]3[CH:4]=[CH:5][C:6]([I:8])=[CH:7][C:2]=3[F:1])[C:18]([N+:19]([O-:21])=[O:20])=[CH:17][CH:16]=2)[CH:12]=[N:13]1)=[O:35])([CH3:34])([CH3:33])[CH3:32]. The yield is 0.700. (2) The reactants are [Br:1][C:2]1[CH:7]=[CH:6][C:5]([NH:8][S:9]([C:12]2[CH:17]=[CH:16][C:15](Cl)=[C:14]([N+:19]([O-:21])=[O:20])[CH:13]=2)(=[O:11])=[O:10])=[CH:4][CH:3]=1.[NH2:22][C:23]1[CH:28]=[CH:27][C:26]([SH:29])=[CH:25][CH:24]=1.C([O-])(=O)C.[Na+]. The catalyst is C(O)C. The product is [NH2:22][C:23]1[CH:28]=[CH:27][C:26]([S:29][C:15]2[CH:16]=[CH:17][C:12]([S:9]([NH:8][C:5]3[CH:6]=[CH:7][C:2]([Br:1])=[CH:3][CH:4]=3)(=[O:11])=[O:10])=[CH:13][C:14]=2[N+:19]([O-:21])=[O:20])=[CH:25][CH:24]=1. The yield is 1.00.